Task: Predict the reaction yield, written as a fraction of the theoretical maximum amount of product (1.0 means a 100% yield; for example, 0.34 means a 34% yield).. Dataset: Reaction yield outcomes from USPTO patents with 853,638 reactions (1) The yield is 0.300. The reactants are [OH:1][C@H:2]([CH2:37][NH:38][CH2:39][C:40]1[CH:45]=[CH:44][CH:43]=[C:42]([O:46]C)[CH:41]=1)[C@@H:3]([NH:11][C:12](=[O:36])[C:13]1[CH:29]=[C:28]([N:30]([CH3:35])[S:31]([CH3:34])(=[O:33])=[O:32])[CH:27]=[C:15]([C:16]([NH:18][C@@H:19]([C:21]2[CH:26]=[CH:25][CH:24]=[CH:23][CH:22]=2)[CH3:20])=[O:17])[CH:14]=1)[CH2:4][C:5]1[CH:10]=[CH:9][CH:8]=[CH:7][CH:6]=1.B(Br)(Br)Br. The product is [OH:1][C@H:2]([CH2:37][NH:38][CH2:39][C:40]1[CH:45]=[CH:44][CH:43]=[C:42]([OH:46])[CH:41]=1)[C@@H:3]([NH:11][C:12](=[O:36])[C:13]1[CH:29]=[C:28]([N:30]([CH3:35])[S:31]([CH3:34])(=[O:33])=[O:32])[CH:27]=[C:15]([C:16]([NH:18][C@@H:19]([C:21]2[CH:22]=[CH:23][CH:24]=[CH:25][CH:26]=2)[CH3:20])=[O:17])[CH:14]=1)[CH2:4][C:5]1[CH:6]=[CH:7][CH:8]=[CH:9][CH:10]=1. The catalyst is C(Cl)Cl. (2) The reactants are [CH2:1]([N:8]1[CH2:12][CH:11]([C:13]2[CH:18]=[CH:17][C:16]([F:19])=[CH:15][CH:14]=2)[CH:10]([NH2:20])[CH2:9]1)[C:2]1[CH:7]=[CH:6][CH:5]=[CH:4][CH:3]=1.[CH:21](=O)[CH3:22].C(O[BH-](OC(=O)C)OC(=O)C)(=O)C.[Na+].C([O-])([O-])=O.[Na+].[Na+]. The catalyst is C1COCC1.C(OCC)(=O)C.O.C(O)(=O)C. The product is [CH2:1]([N:8]1[CH2:12][C@@H:11]([C:13]2[CH:14]=[CH:15][C:16]([F:19])=[CH:17][CH:18]=2)[C@H:10]([NH:20][CH2:21][CH3:22])[CH2:9]1)[C:2]1[CH:3]=[CH:4][CH:5]=[CH:6][CH:7]=1. The yield is 0.440. (3) The reactants are C(Cl)(=O)C(Cl)=O.CS(C)=O.[C:11]([O:15][C:16](=[O:53])[NH:17][CH2:18][C:19]1[CH:24]=[CH:23][C:22]([C:25](=[O:52])[NH:26][CH2:27][C:28]2[CH:33]=[CH:32][C:31]([O:34][CH2:35][C:36]([N:38]3[CH2:42][C@@H:41]([OH:43])[C@H:40]([O:44][Si:45]([C:48]([CH3:51])([CH3:50])[CH3:49])([CH3:47])[CH3:46])[CH2:39]3)=[O:37])=[CH:30][CH:29]=2)=[CH:21][CH:20]=1)([CH3:14])([CH3:13])[CH3:12].C(N(CC)CC)C. The catalyst is C1COCC1.O. The product is [C:11]([O:15][C:16](=[O:53])[NH:17][CH2:18][C:19]1[CH:24]=[CH:23][C:22]([C:25](=[O:52])[NH:26][CH2:27][C:28]2[CH:33]=[CH:32][C:31]([O:34][CH2:35][C:36]([N:38]3[CH2:42][C:41](=[O:43])[C@H:40]([O:44][Si:45]([C:48]([CH3:51])([CH3:50])[CH3:49])([CH3:47])[CH3:46])[CH2:39]3)=[O:37])=[CH:30][CH:29]=2)=[CH:21][CH:20]=1)([CH3:14])([CH3:12])[CH3:13]. The yield is 0.628. (4) The reactants are [C:1]([NH:4][C:5]1[CH:10]=[CH:9][C:8]([C:11](=[O:13])[CH3:12])=[CH:7][CH:6]=1)(=[O:3])[CH3:2].[Br:14]Br. The catalyst is C(O)(=O)C. The product is [C:1]([NH:4][C:5]1[CH:10]=[CH:9][C:8]([C:11](=[O:13])[CH2:12][Br:14])=[CH:7][CH:6]=1)(=[O:3])[CH3:2]. The yield is 0.750. (5) The reactants are [N+:1]([CH2:4][CH2:5][C:6]1([C:18]([O:20]CC)=O)[CH2:10][CH2:9][CH2:8][N:7]1[CH2:11][C:12]1[CH:17]=[CH:16][CH:15]=[CH:14][CH:13]=1)([O-])=O. The catalyst is [Ni].C(O)C. The product is [CH2:11]([N:7]1[CH2:8][CH2:9][CH2:10][C:6]21[C:18](=[O:20])[NH:1][CH2:4][CH2:5]2)[C:12]1[CH:17]=[CH:16][CH:15]=[CH:14][CH:13]=1. The yield is 0.931. (6) The catalyst is CCO. The yield is 0.860. The product is [CH3:10][C:2]1[CH:7]=[CH:6][C:5]2[NH:8][C:19]3[CH2:20][CH2:21][N:16]([C:11]([O:13][CH2:14][CH3:15])=[O:12])[CH2:17][C:18]=3[C:4]=2[CH:3]=1. The reactants are Cl.[C:2]1([CH3:10])[CH:7]=[CH:6][C:5]([NH:8]N)=[CH:4][CH:3]=1.[C:11]([N:16]1[CH2:21][CH2:20][C:19](=O)[CH2:18][CH2:17]1)([O:13][CH2:14][CH3:15])=[O:12].